From a dataset of Reaction yield outcomes from USPTO patents with 853,638 reactions. Predict the reaction yield, written as a fraction of the theoretical maximum amount of product (1.0 means a 100% yield; for example, 0.34 means a 34% yield). (1) The reactants are [Br:1][C:2]1[CH:3]=[C:4]2[C:9](=[CH:10][C:11]=1[OH:12])[O:8][C:7](=[O:13])[CH:6]=[C:5]2[CH2:14]Cl.C1C=CC=CC=1.N12CCCN=C1CCCCC2.[C:33]([OH:36])(=[O:35])[CH3:34]. The catalyst is C(Cl)(Cl)Cl. The product is [C:33]([O:36][CH2:14][C:5]1[C:4]2[C:9](=[CH:10][C:11]([OH:12])=[C:2]([Br:1])[CH:3]=2)[O:8][C:7](=[O:13])[CH:6]=1)(=[O:35])[CH3:34]. The yield is 0.594. (2) No catalyst specified. The yield is 0.280. The reactants are [Cl:1][C:2]1[C:3]([O:18][C:19]2[CH:24]=[CH:23][N:22]=[C:21]([C:25]3[CH:26]=[N:27][N:28]([CH3:30])[CH:29]=3)[CH:20]=2)=[CH:4][C:5]([F:17])=[C:6]([NH:8][C:9]([N:11]2[CH2:15][CH2:14][NH:13][C:12]2=[O:16])=[O:10])[CH:7]=1.[H-].[Na+].O.CN([CH:37]=[O:38])C. The product is [Cl:1][C:2]1[C:3]([O:18][C:19]2[CH:24]=[CH:23][N:22]=[C:21]([C:25]3[CH:26]=[N:27][N:28]([CH3:30])[CH:29]=3)[CH:20]=2)=[CH:4][C:5]([F:17])=[C:6]([NH:8][C:9]([N:11]2[CH2:15][CH2:14][N:13]([CH2:20][CH2:21][C:25]([O:38][CH3:37])([CH3:26])[CH3:29])[C:12]2=[O:16])=[O:10])[CH:7]=1. (3) The reactants are [ClH:1].C[C:3]1[C:7]([N+:8]([O-])=O)=[C:6]([C:11]([NH2:13])=[O:12])[N:5]([CH2:14][C:15]2[CH:20]=[CH:19][C:18]([O:21][CH3:22])=[CH:17][CH:16]=2)[N:4]=1.C(=O)([O-])[O-].[K+].[K+].Cl.C(OCC)(=O)C. The catalyst is C(O)C.O.[Fe]. The product is [ClH:1].[NH2:8][C:7]1[CH:3]=[N:4][N:5]([CH2:14][C:15]2[CH:20]=[CH:19][C:18]([O:21][CH3:22])=[CH:17][CH:16]=2)[C:6]=1[C:11]([NH2:13])=[O:12]. The yield is 0.550.